Task: Regression/Classification. Given a drug SMILES string, predict its absorption, distribution, metabolism, or excretion properties. Task type varies by dataset: regression for continuous measurements (e.g., permeability, clearance, half-life) or binary classification for categorical outcomes (e.g., BBB penetration, CYP inhibition). Dataset: cyp1a2_veith.. Dataset: CYP1A2 inhibition data for predicting drug metabolism from PubChem BioAssay (1) The compound is O=S(=O)(/N=C(\Sc1ccccc1)c1ccccc1)c1ccc(Cl)cc1. The result is 1 (inhibitor). (2) The molecule is CCOC(=O)CSc1cc(C(F)(F)F)nc(-c2ccccn2)n1. The result is 1 (inhibitor). (3) The molecule is C[C@]12CC[C@H]3c4ccc(O)cc4CC[C@@H]3[C@H]1CC[C@@H]2OC(=O)CCc1ccccc1. The result is 0 (non-inhibitor). (4) The drug is NCC(=O)Nc1ccc(Cl)cc1C(=O)c1ccc[nH]1. The result is 1 (inhibitor).